From a dataset of Full USPTO retrosynthesis dataset with 1.9M reactions from patents (1976-2016). Predict the reactants needed to synthesize the given product. (1) Given the product [CH:9]1([O:8][C:4]2[CH:3]=[C:2]([B:17]3[O:18][C:19]([CH3:21])([CH3:20])[C:15]([CH3:31])([CH3:14])[O:16]3)[CH:7]=[CH:6][CH:5]=2)[CH2:13][CH2:12][CH2:11][CH2:10]1, predict the reactants needed to synthesize it. The reactants are: Br[C:2]1[CH:7]=[CH:6][CH:5]=[C:4]([O:8][CH:9]2[CH2:13][CH2:12][CH2:11][CH2:10]2)[CH:3]=1.[CH3:14][C:15]1([CH3:31])[C:19]([CH3:21])([CH3:20])[O:18][B:17]([B:17]2[O:18][C:19]([CH3:21])([CH3:20])[C:15]([CH3:31])([CH3:14])[O:16]2)[O:16]1.CC([O-])=O.[K+]. (2) Given the product [C:9]([O:8][C@H:7]1[C@@H:12]([O:13][C:14](=[O:16])[CH3:15])[C@@H:17]([CH2:19][O:20][C:21](=[O:23])[CH3:22])[O:18][C@@H:5]([S:41][C:40]2[CH:35]=[CH:36][C:37]([CH3:47])=[CH:38][CH:39]=2)[C@@H:6]1[N:24]1[C:25](=[O:34])[C:26]2=[CH:33][CH:32]=[CH:31][CH:30]=[C:27]2[C:28]1=[O:29])(=[O:11])[CH3:10], predict the reactants needed to synthesize it. The reactants are: C(O[C@@H:5]1[O:18][C@H:17]([CH2:19][O:20][C:21](=[O:23])[CH3:22])[C@H:12]([O:13][C:14](=[O:16])[CH3:15])[C@H:7]([O:8][C:9](=[O:11])[CH3:10])[C@H:6]1[N:24]1[C:28](=[O:29])[C:27]2=[CH:30][CH:31]=[CH:32][CH:33]=[C:26]2[C:25]1=[O:34])(=O)C.[C:35]1(C)[C:40]([SH:41])=[CH:39][CH:38]=[CH:37][CH:36]=1.B(F)(F)F.[CH3:47]COCC. (3) Given the product [CH3:39][O:38][C:36](=[O:37])[C@H:35]([CH2:34][O:33][C:32]1[CH:60]=[CH:61][CH:62]=[C:30]([O:28][CH2:27][C@H:24]2[CH2:25][CH2:26][C@H:21]([CH2:20][N:14]3[CH2:13][C:12]4[C:16](=[C:17]([F:18])[C:9]([O:8][CH2:1][C:2]5[CH:7]=[CH:6][CH:5]=[CH:4][CH:3]=5)=[CH:10][CH:11]=4)[C:15]3=[O:19])[CH2:22][CH2:23]2)[CH:31]=1)[NH:40][C:41]([C:42]1[CH:43]=[CH:44][CH:45]=[CH:46][CH:47]=1)([C:54]1[CH:59]=[CH:58][CH:57]=[CH:56][CH:55]=1)[C:48]1[CH:49]=[CH:50][CH:51]=[CH:52][CH:53]=1, predict the reactants needed to synthesize it. The reactants are: [CH2:1]([O:8][C:9]1[C:17]([F:18])=[C:16]2[C:12]([CH2:13][N:14]([CH2:20][C@H:21]3[CH2:26][CH2:25][C@H:24]([CH2:27][OH:28])[CH2:23][CH2:22]3)[C:15]2=[O:19])=[CH:11][CH:10]=1)[C:2]1[CH:7]=[CH:6][CH:5]=[CH:4][CH:3]=1.O[C:30]1[CH:31]=[C:32]([CH:60]=[CH:61][CH:62]=1)[O:33][CH2:34][C@H:35]([NH:40][C:41]([C:54]1[CH:59]=[CH:58][CH:57]=[CH:56][CH:55]=1)([C:48]1[CH:53]=[CH:52][CH:51]=[CH:50][CH:49]=1)[C:42]1[CH:47]=[CH:46][CH:45]=[CH:44][CH:43]=1)[C:36]([O:38][CH3:39])=[O:37].C1C=CC(P(C2C=CC=CC=2)C2C=CC=CC=2)=CC=1.CCOC(/N=N/C(OCC)=O)=O.C1(C)C=CC=CC=1. (4) Given the product [C:1]([C:3]1[CH:11]=[C:10]2[C:6]([C:7]([CH2:12][CH2:13][C:14]([O:16][CH2:17][CH3:18])=[O:15])=[CH:8][NH:9]2)=[CH:5][C:4]=1[F:19])#[N:2], predict the reactants needed to synthesize it. The reactants are: [C:1]([C:3]1[CH:11]=[C:10]2[C:6]([C:7](/[CH:12]=[CH:13]/[C:14]([O:16][CH2:17][CH3:18])=[O:15])=[CH:8][NH:9]2)=[CH:5][C:4]=1[F:19])#[N:2]. (5) Given the product [C:1]([C:5]1[CH:23]=[C:8]2[N:9]=[C:10]([CH3:22])[C:11]([CH:14]([CH2:19][CH2:20][CH3:21])[C:15]([O:17][CH3:18])=[O:16])=[C:12]([C:26]3[CH:27]=[CH:28][C:29]([CH3:31])=[CH:30][C:25]=3[Cl:24])[N:7]2[N:6]=1)([CH3:4])([CH3:3])[CH3:2], predict the reactants needed to synthesize it. The reactants are: [C:1]([C:5]1[CH:23]=[C:8]2[N:9]=[C:10]([CH3:22])[C:11]([CH:14]([CH2:19][CH2:20][CH3:21])[C:15]([O:17][CH3:18])=[O:16])=[C:12](Cl)[N:7]2[N:6]=1)([CH3:4])([CH3:3])[CH3:2].[Cl:24][C:25]1[CH:30]=[C:29]([CH3:31])[CH:28]=[CH:27][C:26]=1B(O)O.C(N(C(C)C)CC)(C)C.